Dataset: Experimentally validated miRNA-target interactions with 360,000+ pairs, plus equal number of negative samples. Task: Binary Classification. Given a miRNA mature sequence and a target amino acid sequence, predict their likelihood of interaction. The miRNA is hsa-miR-148a-3p with sequence UCAGUGCACUACAGAACUUUGU. The protein sequence of the target gene is MGPGRCLLTALLLLALAPPPEASQYCGRLEYWNPDNKCCSSCLQRFGPPPCPDYEFRENCGLNDHGDFVTPPFRKCSSGQCNPDGAELCSPCGGGAVTPTPAAGGGRTPWRCRERPVPAKGHCPLTPGNPGAPSSQERSSPASSIAWRTPEPVPQQAWPNFLPLVVLVLLLTLAVIAILLFILLWHLCWPKEKADPYPYPGLVCGVPNTHTPSSSHLSSPGALETGDTWKEASLLPLLSRELSSLASQPLSRLLDELEVLEELIVLLDPEPGPGGGMAHGTTRHLAARYGLPAAWSTFAY.... Result: 0 (no interaction).